From a dataset of Full USPTO retrosynthesis dataset with 1.9M reactions from patents (1976-2016). Predict the reactants needed to synthesize the given product. Given the product [F:60][C:58]1[CH:57]=[CH:56][C:54]2[N:55]=[C:51]([NH:26][CH2:27][C@@H:28]3[C@H:33]([CH3:34])[CH2:32][CH2:31][CH2:30][N:29]3[C:35]([C:37]3[CH:42]=[C:41]([CH3:43])[CH:40]=[CH:39][C:38]=3[C:44]3[CH:49]=[CH:48][CH:47]=[CH:46][N:45]=3)=[O:36])[O:52][C:53]=2[CH:59]=1, predict the reactants needed to synthesize it. The reactants are: ClC1C=CC2OC(NC[C@@H]3[C@H](C)CCCN3C(OCC=C)=O)=NC=2C=1.[NH2:26][CH2:27][C@@H:28]1[C@H:33]([CH3:34])[CH2:32][CH2:31][CH2:30][N:29]1[C:35]([C:37]1[CH:42]=[C:41]([CH3:43])[CH:40]=[CH:39][C:38]=1[C:44]1[CH:49]=[CH:48][CH:47]=[CH:46][N:45]=1)=[O:36].Cl[C:51]1[O:52][C:53]2[CH:59]=[C:58]([F:60])[CH:57]=[CH:56][C:54]=2[N:55]=1.